Predict the product of the given reaction. From a dataset of Forward reaction prediction with 1.9M reactions from USPTO patents (1976-2016). (1) Given the reactants C(O[C:5]1[CH:15]=[CH:14][CH:13]=[CH:12]C=1OCCCN)(C)C.[CH:16]([O:19][C:20]1[CH:40]=[CH:39][CH:38]=[CH:37][C:21]=1[O:22][CH2:23][CH2:24][CH2:25][N:26]1[C:34](=O)[C:33]2[C:28](=[CH:29][CH:30]=[CH:31][CH:32]=2)C1=O)([CH3:18])[CH3:17].[NH2:41]N.C[CH2:44][OH:45], predict the reaction product. The product is: [CH:16]([O:19][C:20]1[CH:40]=[CH:39][CH:38]=[CH:37][C:21]=1[O:22][CH2:23][CH2:24][CH2:25][NH:26][CH2:34][C:33]1[CH:32]=[C:31]([C:44]([N:41]2[CH2:12][CH2:13][CH2:14][CH2:15][CH2:5]2)=[O:45])[CH:30]=[CH:29][CH:28]=1)([CH3:17])[CH3:18]. (2) Given the reactants [CH:1]1([CH2:7][S:8][C:9]2[N:14]=[C:13]([C@H:15]([OH:19])[CH2:16][C:17]#[N:18])[CH:12]=[CH:11][CH:10]=2)[CH2:6][CH2:5][CH2:4][CH2:3][CH2:2]1.N.CO.C(Cl)Cl, predict the reaction product. The product is: [NH2:18][CH2:17][CH2:16][C@H:15]([C:13]1[CH:12]=[CH:11][CH:10]=[C:9]([S:8][CH2:7][CH:1]2[CH2:6][CH2:5][CH2:4][CH2:3][CH2:2]2)[N:14]=1)[OH:19].